Dataset: Forward reaction prediction with 1.9M reactions from USPTO patents (1976-2016). Task: Predict the product of the given reaction. (1) Given the reactants Br[C:2]1[CH:11]=[C:10]2[C:5]([CH2:6][CH:7](C)[N:8]([C:12]3[CH:17]=[C:16]([N:18]4[CH2:23][CH2:22][N:21]([CH3:24])[CH2:20][CH2:19]4)[N:15]=[C:14]([NH2:25])[N:13]=3)[CH2:9]2)=[CH:4][CH:3]=1.[C:27]([C:29]1[N:34]=[CH:33][C:32](B(O)O)=[CH:31][C:30]=1[CH3:38])#[N:28], predict the reaction product. The product is: [NH2:25][C:14]1[N:13]=[C:12]([N:8]2[CH2:7][CH2:6][C:5]3[C:10](=[CH:11][C:2]([C:32]4[CH:31]=[C:30]([CH3:38])[C:29]([C:27]#[N:28])=[N:34][CH:33]=4)=[CH:3][CH:4]=3)[CH2:9]2)[CH:17]=[C:16]([N:18]2[CH2:23][CH2:22][N:21]([CH3:24])[CH2:20][CH2:19]2)[N:15]=1. (2) Given the reactants [S:1]1[CH:5]=[C:4]([C:6]([OH:8])=O)[N:3]=[CH:2]1.[NH2:9][C@@H:10]([CH3:26])[CH2:11][N:12]1[CH:16]=[CH:15][C:14]([C:17]2[CH:24]=[CH:23][C:20]([C:21]#[N:22])=[C:19]([Cl:25])[CH:18]=2)=[N:13]1, predict the reaction product. The product is: [Cl:25][C:19]1[CH:18]=[C:17]([C:14]2[CH:15]=[CH:16][N:12]([CH2:11][C@H:10]([NH:9][C:6]([C:4]3[N:3]=[CH:2][S:1][CH:5]=3)=[O:8])[CH3:26])[N:13]=2)[CH:24]=[CH:23][C:20]=1[C:21]#[N:22]. (3) Given the reactants [F:1][C:2]1[C:7]([F:8])=[C:6]([NH:9][C:10]2[CH:15]=[CH:14][C:13]([I:16])=[CH:12][C:11]=2[F:17])[C:5]([NH2:18])=[CH:4][CH:3]=1.[CH:19]1([S:22](Cl)(=[O:24])=[O:23])[CH2:21][CH2:20]1, predict the reaction product. The product is: [F:8][C:7]1[C:6]([NH:9][C:10]2[CH:15]=[CH:14][C:13]([I:16])=[CH:12][C:11]=2[F:17])=[C:5]([NH:18][S:22]([CH:19]2[CH2:21][CH2:20]2)(=[O:24])=[O:23])[CH:4]=[CH:3][C:2]=1[F:1]. (4) Given the reactants [CH2:1]([S:3][C:4]1[CH:9]=[CH:8][C:7]([N+:10]([O-])=O)=[CH:6][C:5]=1[F:13])[CH3:2], predict the reaction product. The product is: [CH2:1]([S:3][C:4]1[CH:9]=[CH:8][C:7]([NH2:10])=[CH:6][C:5]=1[F:13])[CH3:2].